This data is from Full USPTO retrosynthesis dataset with 1.9M reactions from patents (1976-2016). The task is: Predict the reactants needed to synthesize the given product. (1) The reactants are: [C:1]([CH:5]1[CH2:10][CH2:9][CH:8]([NH:11][C:12]2[CH:22]=[CH:21][C:15]([C:16]([O:18][CH2:19][CH3:20])=[O:17])=[CH:14][C:13]=2[N+:23]([O-])=O)[CH2:7][CH2:6]1)([CH3:4])([CH3:3])[CH3:2].[H][H]. Given the product [NH2:23][C:13]1[CH:14]=[C:15]([CH:21]=[CH:22][C:12]=1[NH:11][CH:8]1[CH2:7][CH2:6][CH:5]([C:1]([CH3:2])([CH3:4])[CH3:3])[CH2:10][CH2:9]1)[C:16]([O:18][CH2:19][CH3:20])=[O:17], predict the reactants needed to synthesize it. (2) Given the product [Cl:8][C:9]1[N:10]=[C:11]([NH:7][CH2:6][CH2:5][NH:4][C:1](=[O:3])[CH3:2])[C:12]([C:16]([F:19])([F:17])[F:18])=[CH:13][N:14]=1, predict the reactants needed to synthesize it. The reactants are: [C:1]([NH:4][CH2:5][CH2:6][NH2:7])(=[O:3])[CH3:2].[Cl:8][C:9]1[N:14]=[C:13](Cl)[C:12]([C:16]([F:19])([F:18])[F:17])=[CH:11][N:10]=1.C(=O)([O-])[O-].[K+].[K+].